The task is: Predict the product of the given reaction.. This data is from Forward reaction prediction with 1.9M reactions from USPTO patents (1976-2016). (1) Given the reactants [NH2:1][C@H:2]([C:5]([OH:7])=[O:6])[CH2:3][SH:4].[CH3:8][C:9](O)([CH3:11])[CH3:10].[ClH:13], predict the reaction product. The product is: [ClH:13].[NH2:1][CH:2]([CH2:3][S:4][C:9]([CH3:11])([CH3:10])[CH3:8])[C:5]([OH:7])=[O:6]. (2) Given the reactants [CH3:1][C:2]1[CH:7]=[CH:6][C:5]([C:8]2[CH:13]=[CH:12][C:11]([CH3:14])=[CH:10][CH:9]=2)=[C:4]([C:15]([NH:17][C:18]2[CH:19]=[CH:20][C:21]([O:24][CH2:25][CH2:26][C:27]3[N:32]=[C:31]([NH:33]C(=O)OC(C)(C)C)[CH:30]=[CH:29][CH:28]=3)=[N:22][CH:23]=2)=[O:16])[CH:3]=1.FC(F)(F)C(O)=O, predict the reaction product. The product is: [NH2:33][C:31]1[N:32]=[C:27]([CH2:26][CH2:25][O:24][C:21]2[N:22]=[CH:23][C:18]([NH:17][C:15]([C:4]3[C:5]([C:8]4[CH:9]=[CH:10][C:11]([CH3:14])=[CH:12][CH:13]=4)=[CH:6][CH:7]=[C:2]([CH3:1])[CH:3]=3)=[O:16])=[CH:19][CH:20]=2)[CH:28]=[CH:29][CH:30]=1. (3) Given the reactants [CH3:1][S:2]([CH:5]=[CH2:6])(=[O:4])=[O:3].[Cl:7][C:8]1[CH:17]=[CH:16][C:15]2[CH2:14][NH:13][CH2:12][CH2:11][C:10]=2[N:9]=1, predict the reaction product. The product is: [Cl:7][C:8]1[CH:17]=[CH:16][C:15]2[CH2:14][N:13]([CH2:6][CH2:5][S:2]([CH3:1])(=[O:4])=[O:3])[CH2:12][CH2:11][C:10]=2[N:9]=1. (4) Given the reactants CN(C)CCN.[CH:7]([O:10][N:11]1[C:15](=O)[C:14]2=[CH:17][CH:18]=[CH:19][CH:20]=[C:13]2C1=O)([CH3:9])[CH3:8].C(O)(=O)C.[Cl:26][C:27]1[CH:32]=[CH:31][C:30]([NH:33][S:34]([C:37]([F:40])([F:39])[F:38])(=[O:36])=[O:35])=[C:29](C(C2CCCCC2)=O)[CH:28]=1, predict the reaction product. The product is: [Cl:26][C:27]1[CH:28]=[CH:29][C:30]([NH:33][S:34]([C:37]([F:40])([F:38])[F:39])(=[O:36])=[O:35])=[C:31]([C:15]([CH:14]2[CH2:13][CH2:20][CH2:19][CH2:18][CH2:17]2)=[N:11][O:10][CH:7]([CH3:8])[CH3:9])[CH:32]=1. (5) Given the reactants [I:1][C:2]1[CH:7]=[CH:6][C:5]([S:8](Cl)(=[O:10])=[O:9])=[CH:4][CH:3]=1.C(N(CC)CC)C.[CH3:19][O:20][CH2:21][CH2:22][O:23][CH2:24][CH2:25][O:26][CH2:27][CH2:28][NH2:29], predict the reaction product. The product is: [I:1][C:2]1[CH:7]=[CH:6][C:5]([S:8]([NH:29][CH2:28][CH2:27][O:26][CH2:25][CH2:24][O:23][CH2:22][CH2:21][O:20][CH3:19])(=[O:10])=[O:9])=[CH:4][CH:3]=1. (6) Given the reactants [C:1]([O:5][C@@H:6]([C:11]1[C:40]([CH3:41])=[C:39]([CH3:42])[C:38]2=[N:43][C:35]3=[CH:36][N:37]2[C:12]=1[N:13]1[CH2:49][CH2:48][C:16]([CH3:50])([O:17][CH2:18][CH:19]=[CH:20][CH2:21][C@H:22]([CH3:47])[O:23][C:24]2[CH:25]=[C:26]([F:46])[CH:27]=[C:28]([F:45])[C:29]=2[C:30]2[CH:44]=[C:34]3[CH:33]=[CH:32][CH:31]=2)[CH2:15][CH2:14]1)[C:7]([O:9][CH3:10])=[O:8])([CH3:4])([CH3:3])[CH3:2].C(O[C@@H](C1C(C)=CC2=NC3=CN2C=1N1CCC(C)(OCCCC[C@H](C)OC2C=C(F)C=CC=2C2C=C3C=CC=2)CC1)C(OC)=O)(C)(C)C, predict the reaction product. The product is: [C:1]([O:5][C@@H:6]([C:11]1[C:40]([CH3:41])=[C:39]([CH3:42])[C:38]2=[N:43][C:35]3=[CH:36][N:37]2[C:12]=1[N:13]1[CH2:14][CH2:15][C:16]([CH3:50])([O:17][CH2:18][CH2:19][CH2:20][CH2:21][C@H:22]([CH3:47])[O:23][C:24]2[CH:25]=[C:26]([F:46])[CH:27]=[C:28]([F:45])[C:29]=2[C:30]2[CH:44]=[C:34]3[CH:33]=[CH:32][CH:31]=2)[CH2:48][CH2:49]1)[C:7]([O:9][CH3:10])=[O:8])([CH3:4])([CH3:2])[CH3:3].